Task: Predict the reaction yield, written as a fraction of the theoretical maximum amount of product (1.0 means a 100% yield; for example, 0.34 means a 34% yield).. Dataset: Reaction yield outcomes from USPTO patents with 853,638 reactions (1) The reactants are [CH3:1][C:2]1[CH:11]=[N:10][C:9]2[C:4](=[CH:5][CH:6]=[C:7]([F:12])[CH:8]=2)[N:3]=1.[Se](=O)=[O:14]. The catalyst is C(OCC)(=O)C. The product is [F:12][C:7]1[CH:8]=[C:9]2[C:4](=[CH:5][CH:6]=1)[N:3]=[C:2]([CH:1]=[O:14])[CH:11]=[N:10]2. The yield is 0.290. (2) The reactants are Cl[CH2:2][C:3]([N:5]1[C:14]2[C:9](=[CH:10][CH:11]=[CH:12][CH:13]=2)[CH2:8][CH2:7][CH2:6]1)=[O:4].[C:15]1([C:21]2[N:22]=[C:23]([SH:32])[O:24][C:25]=2[C:26]2[CH:31]=[CH:30][CH:29]=[CH:28][CH:27]=2)[CH:20]=[CH:19][CH:18]=[CH:17][CH:16]=1. No catalyst specified. The product is [N:5]1([C:3](=[O:4])[CH2:2][S:32][C:23]2[O:24][C:25]([C:26]3[CH:27]=[CH:28][CH:29]=[CH:30][CH:31]=3)=[C:21]([C:15]3[CH:20]=[CH:19][CH:18]=[CH:17][CH:16]=3)[N:22]=2)[C:14]2[C:9](=[CH:10][CH:11]=[CH:12][CH:13]=2)[CH2:8][CH2:7][CH2:6]1. The yield is 0.400. (3) The reactants are Br[C:2]1[CH:7]=[CH:6][C:5]([C:8]([OH:11])([CH3:10])[CH3:9])=[CH:4][CH:3]=1.[B:12]1([B:12]2[O:16][C:15]([CH3:18])([CH3:17])[C:14]([CH3:20])([CH3:19])[O:13]2)[O:16][C:15]([CH3:18])([CH3:17])[C:14]([CH3:20])([CH3:19])[O:13]1.C([O-])(=O)C.[K+].ClCCl. The catalyst is CS(C)=O. The product is [CH3:19][C:14]1([CH3:20])[C:15]([CH3:18])([CH3:17])[O:16][B:12]([C:2]2[CH:7]=[CH:6][C:5]([C:8]([OH:11])([CH3:10])[CH3:9])=[CH:4][CH:3]=2)[O:13]1. The yield is 0.700. (4) The catalyst is CN(C)C=O. The reactants are [CH:1]1([NH:6][C:7]2[CH:8]=[CH:9][CH:10]=[C:11]3[C:15]=2[NH:14][C:13]([C:16]2[S:17][CH2:18][C@@H:19]([CH2:21][C:22]([OH:24])=O)[N:20]=2)=[CH:12]3)[CH2:5][CH2:4][CH2:3][CH2:2]1.O[NH:26][C:27]([CH:29]1[CH2:33][CH2:32][CH2:31][CH2:30]1)=[NH:28].O. The yield is 0.560. The product is [CH:1]1([NH:6][C:7]2[CH:8]=[CH:9][CH:10]=[C:11]3[C:15]=2[NH:14][C:13]([C:16]2[S:17][CH2:18][C@@H:19]([CH2:21][C:22]4[O:24][N:28]=[C:27]([CH:29]5[CH2:33][CH2:32][CH2:31][CH2:30]5)[N:26]=4)[N:20]=2)=[CH:12]3)[CH2:5][CH2:4][CH2:3][CH2:2]1. (5) The catalyst is CC(O)C. The yield is 0.670. The reactants are [F:1][C:2]1[N:7]2[CH:8]=[C:9]([CH2:11][N:12]([CH3:23])[C@@H:13]3[C:22]4[N:21]=[CH:20][CH:19]=[CH:18][C:17]=4[CH2:16][CH2:15][CH2:14]3)[N:10]=[C:6]2[CH:5]=[CH:4][CH:3]=1.[Cl:24]N1C(=O)CCC1=O. The product is [Cl:24][C:8]1[N:7]2[C:2]([F:1])=[CH:3][CH:4]=[CH:5][C:6]2=[N:10][C:9]=1[CH2:11][N:12]([CH3:23])[C@@H:13]1[C:22]2[N:21]=[CH:20][CH:19]=[CH:18][C:17]=2[CH2:16][CH2:15][CH2:14]1. (6) The reactants are [CH2:1]([NH:3][C:4](=[O:26])[NH:5][C:6]1[N:11]=[CH:10][C:9](B(O)O)=[C:8]([C:15]2[S:16][CH:17]=[C:18]([C:20]3[CH:25]=[CH:24][CH:23]=[CH:22][CH:21]=3)[N:19]=2)[CH:7]=1)[CH3:2].[CH3:27][O:28][C:29]1[N:34]=[CH:33][C:32](B(O)O)=[CH:31][N:30]=1.C(=O)(O)[O-].[Na+].O. The catalyst is COCCOC.C1C=CC([P]([Pd]([P](C2C=CC=CC=2)(C2C=CC=CC=2)C2C=CC=CC=2)([P](C2C=CC=CC=2)(C2C=CC=CC=2)C2C=CC=CC=2)[P](C2C=CC=CC=2)(C2C=CC=CC=2)C2C=CC=CC=2)(C2C=CC=CC=2)C2C=CC=CC=2)=CC=1. The product is [CH2:1]([NH:3][C:4]([NH:5][C:6]1[CH:7]=[C:8]([C:15]2[S:16][CH:17]=[C:18]([C:20]3[CH:25]=[CH:24][CH:23]=[CH:22][CH:21]=3)[N:19]=2)[C:9]([C:32]2[CH:31]=[N:30][C:29]([O:28][CH3:27])=[N:34][CH:33]=2)=[CH:10][N:11]=1)=[O:26])[CH3:2]. The yield is 0.298.